This data is from Catalyst prediction with 721,799 reactions and 888 catalyst types from USPTO. The task is: Predict which catalyst facilitates the given reaction. (1) Reactant: [C:1]([NH:4][C:5]1[S:6][C:7]([CH2:22][C:23]2[CH:28]=[CH:27][C:26]([S:29]([CH3:32])(=[O:31])=[O:30])=[CH:25][CH:24]=2)=[C:8]([CH2:10][CH2:11][C:12]2[CH:17]=[CH:16][C:15]([CH2:18][C:19](O)=[O:20])=[CH:14][CH:13]=2)[N:9]=1)(=[O:3])[CH3:2].C(N1C=CN=C1)(N1C=CN=C1)=O.Cl.[NH2:46][C:47]([NH2:49])=[NH:48].C[O-].[Na+]. Product: [C:1]([NH:4][C:5]1[S:6][C:7]([CH2:22][C:23]2[CH:24]=[CH:25][C:26]([S:29]([CH3:32])(=[O:30])=[O:31])=[CH:27][CH:28]=2)=[C:8]([CH2:10][CH2:11][C:12]2[CH:13]=[CH:14][C:15]([CH2:18][C:19]([NH:48][C:47]([NH2:49])=[NH:46])=[O:20])=[CH:16][CH:17]=2)[N:9]=1)(=[O:3])[CH3:2]. The catalyst class is: 121. (2) Product: [NH2:36][C@@H:35]([CH2:34][C:33]1[CH:40]=[CH:41][C:30]([C:2]2[CH:7]=[C:6]([O:8][CH:9]([C:14]3[CH:19]=[CH:18][C:17]([C:20]4[CH:21]=[CH:22][N:23]=[CH:24][N:44]=4)=[CH:16][CH:15]=3)[C:10]([F:12])([F:13])[F:11])[N:5]=[C:4]([NH2:26])[N:3]=2)=[CH:31][CH:32]=1)[C:37]([OH:39])=[O:38]. The catalyst class is: 189. Reactant: Cl[C:2]1[CH:7]=[C:6]([O:8][CH:9]([C:14]2[CH:19]=[CH:18][C:17]([C:20]3C=[CH:24][N:23]=[CH:22][CH:21]=3)=[CH:16][CH:15]=2)[C:10]([F:13])([F:12])[F:11])[N:5]=[C:4]([NH2:26])[N:3]=1.B([C:30]1[CH:41]=[CH:40][C:33]([CH2:34][C@@H:35]([C:37]([OH:39])=[O:38])[NH2:36])=[CH:32][CH:31]=1)(O)O.C(#[N:44])C.C(=O)([O-])[O-].[Na+].[Na+].